Dataset: Catalyst prediction with 721,799 reactions and 888 catalyst types from USPTO. Task: Predict which catalyst facilitates the given reaction. (1) Reactant: [Cl:1][C:2]1[CH:3]=[CH:4][C:5](C(O)=O)=[N:6][CH:7]=1.C(Cl)(=O)[C:12](Cl)=[O:13].[CH3:17][OH:18].[Cl:19]CCl. Product: [Cl:19][C:4]1[C:5]([C:17]([O:13][CH3:12])=[O:18])=[N:6][CH:7]=[C:2]([Cl:1])[CH:3]=1. The catalyst class is: 9. (2) Reactant: F[C:2]1[CH:3]=[N:4][CH:5]=[CH:6][C:7]=1[C:8]1[O:9][C:10]2[CH:16]=[CH:15][C:14]([C:17]([F:20])([F:19])[F:18])=[CH:13][C:11]=2[N:12]=1.[NH:21]1[CH:25]=[N:24][CH:23]=[N:22]1.C(=O)([O-])[O-].[K+].[K+].CN(C=O)C. Product: [N:21]1([C:2]2[CH:3]=[N:4][CH:5]=[CH:6][C:7]=2[C:8]2[O:9][C:10]3[CH:16]=[CH:15][C:14]([C:17]([F:20])([F:19])[F:18])=[CH:13][C:11]=3[N:12]=2)[CH:25]=[N:24][CH:23]=[N:22]1. The catalyst class is: 6. (3) Reactant: [CH2:1]([O:3][C:4]([C:6]1[C:7](=[O:29])[C:8]2[CH:13]=[N:12][C:11](S(C)(=O)=O)=[N:10][C:9]=2[N:18]([C:20]2[CH:21]=[C:22]3[C:26](=[CH:27][CH:28]=2)[CH2:25][CH2:24][CH2:23]3)[CH:19]=1)=[O:5])[CH3:2].[CH3:30][N:31]1[CH2:36][CH2:35][N:34]([CH2:37][C:38]2[CH:43]=[CH:42][C:41]([NH2:44])=[CH:40][CH:39]=2)[CH2:33][CH2:32]1. Product: [CH2:1]([O:3][C:4]([C:6]1[C:7](=[O:29])[C:8]2[CH:13]=[N:12][C:11]([NH:44][C:41]3[CH:40]=[CH:39][C:38]([CH2:37][N:34]4[CH2:33][CH2:32][N:31]([CH3:30])[CH2:36][CH2:35]4)=[CH:43][CH:42]=3)=[N:10][C:9]=2[N:18]([C:20]2[CH:21]=[C:22]3[C:26](=[CH:27][CH:28]=2)[CH2:25][CH2:24][CH2:23]3)[CH:19]=1)=[O:5])[CH3:2]. The catalyst class is: 41.